From a dataset of Reaction yield outcomes from USPTO patents with 853,638 reactions. Predict the reaction yield, written as a fraction of the theoretical maximum amount of product (1.0 means a 100% yield; for example, 0.34 means a 34% yield). (1) The reactants are [C:1]1([S:7][C:8]2[N:13]=[CH:12][C:11]([CH:14]=O)=[CH:10][CH:9]=2)[CH:6]=[CH:5][CH:4]=[CH:3][CH:2]=1.[N+:16]([CH3:19])([O-:18])=[O:17].C([O-])(=O)C.[NH4+].[BH4-].[Na+].C(=O)([O-])O.[Na+]. The catalyst is O.C(O)(=O)C.CS(C)=O. The product is [N+:16]([CH2:19][CH2:14][C:11]1[CH:10]=[CH:9][C:8]([S:7][C:1]2[CH:6]=[CH:5][CH:4]=[CH:3][CH:2]=2)=[N:13][CH:12]=1)([O-:18])=[O:17]. The yield is 0.300. (2) The reactants are C([N:4]1[C:9]([C:10]2[CH:15]=[CH:14][CH:13]=[CH:12][C:11]=2OCCC)=[CH:8][C:7]([C:20]2[CH:21]=[C:22]3[C:26](=[CH:27][CH:28]=2)[N:25](C(=O)C)[N:24]=[CH:23]3)=[N:6][C:5]1=[O:32])(=O)C.Cl. The catalyst is CO.O1CCOCC1. The product is [NH:25]1[C:26]2[C:22](=[CH:21][C:20]([C:7]3[CH:8]=[C:9]([C:10]4[CH:15]=[CH:14][CH:13]=[CH:12][CH:11]=4)[NH:4][C:5](=[O:32])[N:6]=3)=[CH:28][CH:27]=2)[CH:23]=[N:24]1. The yield is 0.980. (3) The reactants are Br[C:2]1[CH:8]=[C:7]([N+:9]([O-:11])=[O:10])[CH:6]=[CH:5][C:3]=1[NH2:4].[CH3:12][C:13]([CH3:20])([C:18]#[CH:19])[C:14]([O:16][CH3:17])=[O:15].C(N(CC)CC)C. The catalyst is C1(C)C=CC=CC=1.O.[Cu]I.C1C=CC([P]([Pd]([P](C2C=CC=CC=2)(C2C=CC=CC=2)C2C=CC=CC=2)([P](C2C=CC=CC=2)(C2C=CC=CC=2)C2C=CC=CC=2)[P](C2C=CC=CC=2)(C2C=CC=CC=2)C2C=CC=CC=2)(C2C=CC=CC=2)C2C=CC=CC=2)=CC=1. The product is [NH2:4][C:3]1[CH:5]=[CH:6][C:7]([N+:9]([O-:11])=[O:10])=[CH:8][C:2]=1[C:19]#[C:18][C:13]([CH3:20])([CH3:12])[C:14]([O:16][CH3:17])=[O:15]. The yield is 0.0900. (4) The reactants are [Cl:1][C:2]1[N:3]=[C:4](Cl)[C:5]2[NH:10][CH:9]=[CH:8][C:6]=2[N:7]=1.C(=O)([O-])O.[Na+]. The catalyst is C(O)C.[Pd]. The product is [Cl:1][C:2]1[N:3]=[CH:4][C:5]2[NH:10][CH:9]=[CH:8][C:6]=2[N:7]=1. The yield is 0.610. (5) The reactants are [C:1]1([CH2:7][CH2:8][C:9]#[C:10][C:11]2[S:12][C:13]([CH2:16][C:17]([O:19][CH3:20])=[O:18])=[CH:14][N:15]=2)[CH:6]=[CH:5][CH:4]=[CH:3][CH:2]=1.CCO. The yield is 0.421. The catalyst is [Pd].CC(O)=O. The product is [C:1]1([CH2:7][CH2:8][CH2:9][CH2:10][C:11]2[S:12][C:13]([CH2:16][C:17]([O:19][CH3:20])=[O:18])=[CH:14][N:15]=2)[CH:6]=[CH:5][CH:4]=[CH:3][CH:2]=1. (6) The reactants are C(N(CC)CC)C.[CH2:8]([O:10][C:11]([C@@H:13]1[CH2:17][C@@H:16]([OH:18])[CH2:15][NH:14]1)=[O:12])[CH3:9].[CH2:19](Br)[C:20]1[CH:25]=[CH:24][CH:23]=[CH:22][CH:21]=1.[OH-].[Na+]. The catalyst is C(Cl)Cl. The product is [CH2:8]([O:10][C:11]([C@@H:13]1[CH2:17][C@@H:16]([OH:18])[CH2:15][N:14]1[CH2:19][C:20]1[CH:25]=[CH:24][CH:23]=[CH:22][CH:21]=1)=[O:12])[CH3:9]. The yield is 0.800. (7) The catalyst is CCO. The yield is 0.580. The reactants are [C:1]([C:5]1[CH:6]=[C:7]([NH:17][C:18](=[O:40])[C:19]([C:21]2[C:30]3[C:25](=[CH:26][CH:27]=[CH:28][CH:29]=3)[C:24]([O:31][CH2:32][CH2:33][N:34]3[CH2:39][CH2:38][O:37][CH2:36][CH2:35]3)=[CH:23][CH:22]=2)=O)[N:8]([C:10]2[CH:15]=[CH:14][C:13]([CH3:16])=[CH:12][CH:11]=2)[N:9]=1)([CH3:4])([CH3:3])[CH3:2].Cl.[NH2:42][OH:43].N1C=CC=CC=1. The product is [C:1]([C:5]1[CH:6]=[C:7]([NH:17][C:18](=[O:40])[C:19](=[N:42][OH:43])[C:21]2[C:30]3[C:25](=[CH:26][CH:27]=[CH:28][CH:29]=3)[C:24]([O:31][CH2:32][CH2:33][N:34]3[CH2:35][CH2:36][O:37][CH2:38][CH2:39]3)=[CH:23][CH:22]=2)[N:8]([C:10]2[CH:15]=[CH:14][C:13]([CH3:16])=[CH:12][CH:11]=2)[N:9]=1)([CH3:3])([CH3:2])[CH3:4].